Dataset: Catalyst prediction with 721,799 reactions and 888 catalyst types from USPTO. Task: Predict which catalyst facilitates the given reaction. (1) Reactant: [F:1][C:2]1[CH:7]=[CH:6][C:5]([CH2:8][NH:9][C:10]([C:12]2[CH:17]=[CH:16][CH:15]=[C:14]([C:18]([O:20]C)=[O:19])[CH:13]=2)=[O:11])=[CH:4][C:3]=1[C:22]1[CH:27]=[CH:26][CH:25]=[C:24]([CH2:28][N:29]2[CH2:34][CH2:33][N:32]([C:35]([O:37][C:38]([CH3:41])([CH3:40])[CH3:39])=[O:36])[CH2:31][CH2:30]2)[CH:23]=1.O[Li].O.Cl. Product: [CH3:41][C:38]([O:37][C:35]([N:32]1[CH2:31][CH2:30][N:29]([CH2:28][C:24]2[CH:23]=[C:22]([C:3]3[C:2]([F:1])=[CH:7][CH:6]=[C:5]([CH2:8][NH:9][C:10]([C:12]4[CH:13]=[C:14]([CH:15]=[CH:16][CH:17]=4)[C:18]([OH:20])=[O:19])=[O:11])[CH:4]=3)[CH:27]=[CH:26][CH:25]=2)[CH2:34][CH2:33]1)=[O:36])([CH3:39])[CH3:40]. The catalyst class is: 24. (2) The catalyst class is: 52. Reactant: [CH2:1]([C:8]1[C:9]([CH3:14])=[N:10][NH:11][C:12]=1[NH2:13])[C:2]1[CH:7]=[CH:6][CH:5]=[CH:4][CH:3]=1.[NH:15]1[C:23]2[C:18](=[CH:19][CH:20]=[C:21]([C:24](=O)[CH2:25][C:26](OCC)=[O:27])[CH:22]=2)[CH:17]=[CH:16]1. Product: [CH2:1]([C:8]1[C:9]([CH3:14])=[N:10][N:11]2[C:26](=[O:27])[CH:25]=[C:24]([C:21]3[CH:22]=[C:23]4[C:18]([CH:17]=[CH:16][NH:15]4)=[CH:19][CH:20]=3)[NH:13][C:12]=12)[C:2]1[CH:3]=[CH:4][CH:5]=[CH:6][CH:7]=1. (3) Reactant: [C:1]1([CH3:9])[CH:6]=[CH:5][CH:4]=[CH:3][C:2]=1[Mg]Cl.[C:10]([NH:14][C:15](=[O:23])[C:16]1[CH:21]=[CH:20][C:19]([CH3:22])=[N:18][CH:17]=1)([CH3:13])([CH3:12])[CH3:11].CO.ClC1C(=O)C(C#N)=C(C#N)C(=O)C=1Cl. Product: [C:10]([NH:14][C:15](=[O:23])[C:16]1[C:21]([C:2]2[CH:3]=[CH:4][CH:5]=[CH:6][C:1]=2[CH3:9])=[CH:20][C:19]([CH3:22])=[N:18][CH:17]=1)([CH3:13])([CH3:12])[CH3:11]. The catalyst class is: 1. (4) Reactant: [N:1]1([C:5]2[N:14]=[C:13]3[C:8]([C:9](=[O:24])[C:10]([C:19]([O:21]CC)=[O:20])=[CH:11][N:12]3CCC#N)=[CH:7][C:6]=2[F:25])[CH2:4][CH2:3][CH2:2]1.[Li+].[OH-]. Product: [N:1]1([C:5]2[N:14]=[C:13]3[C:8]([C:9](=[O:24])[C:10]([C:19]([OH:21])=[O:20])=[CH:11][NH:12]3)=[CH:7][C:6]=2[F:25])[CH2:4][CH2:3][CH2:2]1. The catalyst class is: 36. (5) Reactant: Cl.[Cl:2][C:3]1[N:8]=[CH:7][C:6]([CH2:9][N:10]2[CH:15]=[CH:14][CH:13]=[CH:12][C:11]2=[NH:16])=[CH:5][CH:4]=1.C(N(CC)CC)C.[CH2:24]([N:26]=[C:27]=[S:28])[CH3:25]. The catalyst class is: 10. Product: [Cl:2][C:3]1[N:8]=[CH:7][C:6]([CH2:9][N:10]2[CH:15]=[CH:14][CH:13]=[CH:12][C:11]2=[N:16][C:27]([NH:26][CH2:24][CH3:25])=[S:28])=[CH:5][CH:4]=1.